This data is from Full USPTO retrosynthesis dataset with 1.9M reactions from patents (1976-2016). The task is: Predict the reactants needed to synthesize the given product. (1) Given the product [C:25]([C:9]1[CH:8]=[N:7][N:6]2[CH:27]=[C:3]([NH:2][S:44]([C:38]3[CH:43]=[CH:42][CH:41]=[CH:40][CH:39]=3)(=[O:46])=[O:45])[C:4]([CH3:28])=[C:5]2[C:10]=1[NH:11][C:12]1[CH:13]=[CH:14][C:15]([O:18][C:19]2[CH:24]=[CH:23][CH:22]=[CH:21][CH:20]=2)=[CH:16][CH:17]=1)#[N:26], predict the reactants needed to synthesize it. The reactants are: Cl.[NH2:2][C:3]1[C:4]([CH3:28])=[C:5]2[C:10]([NH:11][C:12]3[CH:17]=[CH:16][C:15]([O:18][C:19]4[CH:24]=[CH:23][CH:22]=[CH:21][CH:20]=4)=[CH:14][CH:13]=3)=[C:9]([C:25]#[N:26])[CH:8]=[N:7][N:6]2[CH:27]=1.CCN(C(C)C)C(C)C.[C:38]1([S:44](Cl)(=[O:46])=[O:45])[CH:43]=[CH:42][CH:41]=[CH:40][CH:39]=1. (2) Given the product [CH3:8][S:9]([C:12]1[CH:13]=[CH:14][C:15]([O:16][C:17]2[N:22]=[CH:21][N:20]=[C:19]3[N:23]([CH:26]4[CH2:27][CH2:28][N:29]([CH2:40][C:37]5[CH:36]=[C:35]([CH3:34])[O:39][N:38]=5)[CH2:30][CH2:31]4)[N:24]=[CH:25][C:18]=23)=[CH:32][CH:33]=1)(=[O:11])=[O:10], predict the reactants needed to synthesize it. The reactants are: FC(F)(F)C(O)=O.[CH3:8][S:9]([C:12]1[CH:33]=[CH:32][C:15]([O:16][C:17]2[N:22]=[CH:21][N:20]=[C:19]3[N:23]([CH:26]4[CH2:31][CH2:30][NH:29][CH2:28][CH2:27]4)[N:24]=[CH:25][C:18]=23)=[CH:14][CH:13]=1)(=[O:11])=[O:10].[CH3:34][C:35]1[O:39][N:38]=[C:37]([CH:40]=O)[CH:36]=1.C(N(CC)CC)C.C(O[BH-](OC(=O)C)OC(=O)C)(=O)C.[Na+].